This data is from Catalyst prediction with 721,799 reactions and 888 catalyst types from USPTO. The task is: Predict which catalyst facilitates the given reaction. (1) Product: [CH:3]1[C:12]2[CH2:11][CH2:10][CH2:9][CH2:8][C:7]=2[CH:6]=[CH:5][C:4]=1[O:13][CH2:15][CH2:16][O:17][C:18]1[CH:25]=[CH:24][C:21]([CH:22]=[O:23])=[CH:20][CH:19]=1. The catalyst class is: 8. Reactant: [OH-].[K+].[CH:3]1[C:12]2[CH2:11][CH2:10][CH2:9][CH2:8][C:7]=2[CH:6]=[CH:5][C:4]=1[OH:13].Br[CH2:15][CH2:16][O:17][C:18]1[CH:25]=[CH:24][C:21]([CH:22]=[O:23])=[CH:20][CH:19]=1. (2) Reactant: [CH:1]1([CH2:7][N:8]([C:15]2[CH:20]=[CH:19][CH:18]=[C:17](/[CH:21]=[CH:22]/[CH2:23][NH:24]C(=O)C(F)(F)F)[CH:16]=2)C(=O)C(F)(F)F)[CH2:6][CH2:5][CH2:4][CH2:3][CH2:2]1.C([O-])([O-])=O.[K+].[K+].O. Product: [NH2:24][CH2:23][CH:22]=[CH:21][C:17]1[CH:16]=[C:15]([CH:20]=[CH:19][CH:18]=1)[NH:8][CH2:7][CH:1]1[CH2:2][CH2:3][CH2:4][CH2:5][CH2:6]1. The catalyst class is: 5. (3) Reactant: [NH2:1][C:2]1[N:7]=[C:6]([C:8]2[O:9][CH:10]=[CH:11][CH:12]=2)[C:5]([C:13]#[N:14])=[C:4]([S:15][CH3:16])[N:3]=1.[Br:17]N1C(=O)CCC1=O. Product: [NH2:1][C:2]1[N:7]=[C:6]([C:8]2[O:9][C:10]([Br:17])=[CH:11][CH:12]=2)[C:5]([C:13]#[N:14])=[C:4]([S:15][CH3:16])[N:3]=1. The catalyst class is: 3. (4) Reactant: [CH3:1][P:2](=[O:5])([OH:4])[OH:3].[O-]CC.[Al+3:9].[O-]CC.[O-]CC. Product: [Al+3:9].[CH3:1][P:2](=[O:3])([O-:5])[O-:4].[CH3:1][P:2](=[O:3])([O-:5])[O-:4].[CH3:1][P:2](=[O:3])([O-:5])[O-:4].[Al+3:9]. The catalyst class is: 6. (5) Reactant: C([O:3][C:4]([C:6]1([C:9]2[CH:14]=[CH:13][C:12]([C:15]3[CH:20]=[CH:19][C:18]([C:21]4[S:22][C:23]([Cl:29])=[CH:24][C:25]=4[C:26](=[O:28])[NH2:27])=[CH:17][CH:16]=3)=[CH:11][CH:10]=2)[CH2:8][CH2:7]1)=[O:5])C.[OH-].[Na+].Cl. Product: [C:26]([C:25]1[CH:24]=[C:23]([Cl:29])[S:22][C:21]=1[C:18]1[CH:17]=[CH:16][C:15]([C:12]2[CH:13]=[CH:14][C:9]([C:6]3([C:4]([OH:5])=[O:3])[CH2:7][CH2:8]3)=[CH:10][CH:11]=2)=[CH:20][CH:19]=1)(=[O:28])[NH2:27]. The catalyst class is: 8. (6) Reactant: [CH:1]([N:4]([C:11]1[CH:16]=[CH:15][C:14]([NH:17][C:18]2[CH:23]=[CH:22][CH:21]=[CH:20][CH:19]=2)=[CH:13][CH:12]=1)[C:5](=[O:10])[CH2:6][C:7](=O)[CH3:8])([CH3:3])[CH3:2].C(O)(=O)C.[NH3:28]. Product: [CH:1]([N:4]([C:11]1[CH:16]=[CH:15][C:14]([NH:17][C:18]2[CH:23]=[CH:22][CH:21]=[CH:20][CH:19]=2)=[CH:13][CH:12]=1)[C:5](=[O:10])/[CH:6]=[C:7](\[NH2:28])/[CH3:8])([CH3:3])[CH3:2]. The catalyst class is: 13.